This data is from Reaction yield outcomes from USPTO patents with 853,638 reactions. The task is: Predict the reaction yield, written as a fraction of the theoretical maximum amount of product (1.0 means a 100% yield; for example, 0.34 means a 34% yield). The reactants are [C:1]([O:5][C:6]([NH:8][C:9]1([CH3:24])[CH2:13][CH2:12][N:11](C(OCC2C=CC=CC=2)=O)[CH2:10]1)=[O:7])([CH3:4])([CH3:3])[CH3:2]. The catalyst is CO.[Pd]. The product is [CH3:24][C:9]1([NH:8][C:6](=[O:7])[O:5][C:1]([CH3:4])([CH3:3])[CH3:2])[CH2:13][CH2:12][NH:11][CH2:10]1. The yield is 0.960.